Dataset: Forward reaction prediction with 1.9M reactions from USPTO patents (1976-2016). Task: Predict the product of the given reaction. (1) Given the reactants [CH:1]1[C:6]([CH:7]=O)=[CH:5][C:4]2[O:9][CH2:10][O:11][C:3]=2[CH:2]=1.[CH3:12][C:13]([C:15]1[CH:20]=[CH:19][C:18]([O:21][CH3:22])=[CH:17][C:16]=1[O:23][CH3:24])=[O:14].[OH-].[Na+], predict the reaction product. The product is: [CH2:10]1[O:11][C:3]2[CH:2]=[CH:1][C:6](/[CH:7]=[CH:12]/[C:13]([C:15]3[CH:20]=[CH:19][C:18]([O:21][CH3:22])=[CH:17][C:16]=3[O:23][CH3:24])=[O:14])=[CH:5][C:4]=2[O:9]1. (2) Given the reactants [NH:1]1[CH2:6][CH2:5][CH:4]([CH2:7][N:8]2[C:16]3[C:11](=[CH:12][CH:13]=[CH:14][CH:15]=3)[C:10]3([C:20]4=[CH:21][C:22]5[O:26][CH2:25][O:24][C:23]=5[CH:27]=[C:19]4[O:18][CH2:17]3)[C:9]2=[O:28])[CH2:3][CH2:2]1.C=O.[C:31](O[BH-](OC(=O)C)OC(=O)C)(=O)C.[Na+].[Cl:45]C(Cl)C, predict the reaction product. The product is: [ClH:45].[CH3:31][N:1]1[CH2:6][CH2:5][CH:4]([CH2:7][N:8]2[C:16]3[C:11](=[CH:12][CH:13]=[CH:14][CH:15]=3)[C:10]3([C:20]4=[CH:21][C:22]5[O:26][CH2:25][O:24][C:23]=5[CH:27]=[C:19]4[O:18][CH2:17]3)[C:9]2=[O:28])[CH2:3][CH2:2]1. (3) Given the reactants Cl[C:2]1[N:7]=[C:6]([CH2:8][N:9]2[C:17](=[O:18])[C:16]3[C:11](=[CH:12][CH:13]=[CH:14][CH:15]=3)[C:10]2=[O:19])[CH:5]=[C:4]([O:20][CH2:21][CH2:22][C:23]2([C:26]([F:29])([F:28])[F:27])[CH2:25][CH2:24]2)[N:3]=1.[CH:30]1(B(O)O)[CH2:32][CH2:31]1.C(Cl)(Cl)Cl.COC1C=CC=C(OC)C=1C1C=CC=CC=1P(C1CCCCC1)C1CCCCC1.[O-]P([O-])([O-])=O.[K+].[K+].[K+], predict the reaction product. The product is: [CH:30]1([C:2]2[N:7]=[C:6]([CH2:8][N:9]3[C:17](=[O:18])[C:16]4[C:11](=[CH:12][CH:13]=[CH:14][CH:15]=4)[C:10]3=[O:19])[CH:5]=[C:4]([O:20][CH2:21][CH2:22][C:23]3([C:26]([F:29])([F:28])[F:27])[CH2:25][CH2:24]3)[N:3]=2)[CH2:32][CH2:31]1. (4) Given the reactants Cl[C:2]1[N:7]=[C:6]([NH:8][C@H:9]([C:11]2[CH:16]=[CH:15][C:14]([F:17])=[CH:13][CH:12]=2)[CH3:10])[N:5]=[C:4]([C:18]2[CH:19]=[N:20][CH:21]=[C:22]([CH:25]=2)[C:23]#[N:24])[CH:3]=1.[NH2:26][C:27]1[CH:32]=[N:31][CH:30]=[CH:29][N:28]=1.C1(P(C2CCCCC2)C2C=CC=CC=2C2C(C(C)C)=CC(C(C)C)=CC=2C(C)C)CCCCC1.CC(C)([O-])C.[Na+], predict the reaction product. The product is: [F:17][C:14]1[CH:15]=[CH:16][C:11]([C@@H:9]([NH:8][C:6]2[N:5]=[C:4]([C:18]3[CH:19]=[N:20][CH:21]=[C:22]([CH:25]=3)[C:23]#[N:24])[CH:3]=[C:2]([NH:26][C:27]3[CH:32]=[N:31][CH:30]=[CH:29][N:28]=3)[N:7]=2)[CH3:10])=[CH:12][CH:13]=1.